This data is from Full USPTO retrosynthesis dataset with 1.9M reactions from patents (1976-2016). The task is: Predict the reactants needed to synthesize the given product. (1) Given the product [Cl:21][C:22]1[CH:27]=[C:26]([O:8][C:6]2[C:5]([F:9])=[CH:4][C:3]([NH:10][C:11](=[O:20])[O:12][CH2:13][C:14]3[CH:15]=[CH:16][CH:17]=[CH:18][CH:19]=3)=[C:2]([F:1])[CH:7]=2)[N:25]=[CH:24][N:23]=1, predict the reactants needed to synthesize it. The reactants are: [F:1][C:2]1[CH:7]=[C:6]([OH:8])[C:5]([F:9])=[CH:4][C:3]=1[NH:10][C:11](=[O:20])[O:12][CH2:13][C:14]1[CH:19]=[CH:18][CH:17]=[CH:16][CH:15]=1.[Cl:21][C:22]1[CH:27]=[C:26](Cl)[N:25]=[CH:24][N:23]=1.C(=O)([O-])[O-].[K+].[K+].O. (2) Given the product [Cl:1][C:2]1[CH:3]=[C:4]([CH2:9][N:10]2[CH:14]=[C:13]([C:15]([NH:17][C:18]3[S:19][C:20]([C:23]([NH:26][CH2:27][CH2:28][OH:29])=[O:24])=[CH:21][N:22]=3)=[O:16])[N:12]=[N:11]2)[CH:5]=[CH:6][C:7]=1[Cl:8], predict the reactants needed to synthesize it. The reactants are: [Cl:1][C:2]1[CH:3]=[C:4]([CH2:9][N:10]2[CH:14]=[C:13]([C:15]([NH:17][C:18]3[S:19][C:20]([C:23](O)=[O:24])=[CH:21][N:22]=3)=[O:16])[N:12]=[N:11]2)[CH:5]=[CH:6][C:7]=1[Cl:8].[NH2:26][CH2:27][CH2:28][OH:29].CN(C(ON1N=NC2C=CC=NC1=2)=[N+](C)C)C.F[P-](F)(F)(F)(F)F.CCN(C(C)C)C(C)C. (3) Given the product [F:35][C:34]([F:37])([F:36])[C:25]1[CH:26]=[C:27]([C:30]([F:33])([F:31])[F:32])[CH:28]=[CH:29][C:24]=1[CH2:23][N:19]1[C:20]2[C:16](=[CH:15][C:14]([CH:13]=[C:9]3[S:8][C:7]([N:5]4[C@@H:4]([CH2:38][OH:39])[CH2:3][C@@H:2]([NH:1][C:43]([CH:40]5[CH2:42][CH2:41]5)=[O:44])[CH2:6]4)=[N:11][C:10]3=[O:12])=[CH:22][CH:21]=2)[CH:17]=[N:18]1, predict the reactants needed to synthesize it. The reactants are: [NH2:1][C@H:2]1[CH2:6][N:5]([C:7]2[S:8][C:9](=[CH:13][C:14]3[CH:15]=[C:16]4[C:20](=[CH:21][CH:22]=3)[N:19]([CH2:23][C:24]3[CH:29]=[CH:28][C:27]([C:30]([F:33])([F:32])[F:31])=[CH:26][C:25]=3[C:34]([F:37])([F:36])[F:35])[N:18]=[CH:17]4)[C:10](=[O:12])[N:11]=2)[C@@H:4]([CH2:38][OH:39])[CH2:3]1.[CH:40]1([C:43](Cl)=[O:44])[CH2:42][CH2:41]1. (4) Given the product [CH3:1][O:2][C:3](=[O:16])[C:4]1[CH:9]=[C:8]([O:10][CH3:11])[CH:7]=[CH:6][C:5]=1[S:12]([Cl:18])(=[O:14])=[O:13], predict the reactants needed to synthesize it. The reactants are: [CH3:1][O:2][C:3](=[O:16])[C:4]1[CH:9]=[C:8]([O:10][CH3:11])[CH:7]=[CH:6][C:5]=1[S:12](O)(=[O:14])=[O:13].P(Cl)(Cl)(Cl)(Cl)[Cl:18]. (5) The reactants are: [NH2:1][CH2:2][C:3]1[CH:8]=[CH:7][CH:6]=[CH:5][N:4]=1.[CH2:9](N(CC)CC)[CH3:10]. Given the product [CH:2]1[N:1]=[CH:10][CH2:9][N:4]2[CH:5]=[CH:6][CH:7]=[CH:8][C:3]=12, predict the reactants needed to synthesize it.